Dataset: Forward reaction prediction with 1.9M reactions from USPTO patents (1976-2016). Task: Predict the product of the given reaction. (1) Given the reactants [F:1][C:2]1[C:3]([OH:40])=[CH:4][C:5]([CH2:35][C:36]([F:39])([F:38])[F:37])=[C:6]([C:8]2[N:13]=[C:12]3[NH:14][N:15]=[C:16]([C:17](O)=[O:18])[C:11]3=[C:10]([NH:20][CH2:21][C:22]3[CH:27]=[C:26]([OH:28])[CH:25]=[CH:24][C:23]=3[N:29]([CH3:34])[S:30]([CH3:33])(=[O:32])=[O:31])[N:9]=2)[CH:7]=1.[NH2:41][C:42]1[CH:43]=[CH:44][C:45]([NH:48][CH2:49][CH2:50][OH:51])=[N:46][CH:47]=1.CN(C(ON1N=NC2C=CC=NC1=2)=[N+](C)C)C.F[P-](F)(F)(F)(F)F.CCN(C(C)C)C(C)C, predict the reaction product. The product is: [F:1][C:2]1[C:3]([OH:40])=[CH:4][C:5]([CH2:35][C:36]([F:38])([F:39])[F:37])=[C:6]([C:8]2[N:13]=[C:12]3[NH:14][N:15]=[C:16]([C:17]([NH:41][C:42]4[CH:47]=[N:46][C:45]([NH:48][CH2:49][CH2:50][OH:51])=[CH:44][CH:43]=4)=[O:18])[C:11]3=[C:10]([NH:20][CH2:21][C:22]3[CH:27]=[C:26]([OH:28])[CH:25]=[CH:24][C:23]=3[N:29]([CH3:34])[S:30]([CH3:33])(=[O:31])=[O:32])[N:9]=2)[CH:7]=1. (2) The product is: [F:1][C:2]1[C:3]([NH:10][CH2:11][C:12]2[CH:17]=[C:16]([O:18][CH3:19])[CH:15]=[C:14]([C:20]3[CH:25]=[CH:24][CH:23]=[C:22]([F:26])[CH:21]=3)[C:13]=2[F:27])=[C:4]([F:9])[CH:5]=[CH:6][C:7]=1[OH:8]. Given the reactants [F:1][C:2]1[C:7]([OH:8])=[CH:6][CH:5]=[C:4]([F:9])[C:3]=1[NH:10][C:11](=O)[C:12]1[CH:17]=[C:16]([O:18][CH3:19])[CH:15]=[C:14]([C:20]2[CH:25]=[CH:24][CH:23]=[C:22]([F:26])[CH:21]=2)[C:13]=1[F:27], predict the reaction product. (3) Given the reactants Br[C:2]1[N:3]=[C:4]2[C:10]([C:11](=[O:16])[CH2:12][CH:13]([CH3:15])[CH3:14])=[CH:9][NH:8][C:5]2=[N:6][CH:7]=1.ClC1N=C2C(C(=O)CC(C)C)=CNC2=NC=1.C(=O)([O-])[O-].[K+].[K+].[CH3:39][O:40][C:41]1[CH:42]=[C:43](B(O)O)[CH:44]=[C:45]([O:49][CH3:50])[C:46]=1[O:47][CH3:48], predict the reaction product. The product is: [CH3:14][CH:13]([CH3:15])[CH2:12][C:11]([C:10]1[C:4]2[C:5](=[N:6][CH:7]=[C:2]([C:43]3[CH:44]=[C:45]([O:49][CH3:50])[C:46]([O:47][CH3:48])=[C:41]([O:40][CH3:39])[CH:42]=3)[N:3]=2)[NH:8][CH:9]=1)=[O:16]. (4) Given the reactants N(C(N1CCCCC1)=O)=NC(N1CCCCC1)=O.[Cl:19][C:20]1[CH:39]=[CH:38][C:23]([NH:24][C:25]2[C:34]3[C:29](=[CH:30][C:31]([OH:37])=[C:32]([O:35][CH3:36])[CH:33]=3)[N:28]=[CH:27][N:26]=2)=[C:22]([F:40])[CH:21]=1.[O:41]1[CH2:45][CH2:44][CH:43]([CH2:46]O)[CH2:42]1.C(P(CCCC)CCCC)CCC, predict the reaction product. The product is: [Cl:19][C:20]1[CH:39]=[CH:38][C:23]([NH:24][C:25]2[C:34]3[C:29](=[CH:30][C:31]([O:37][CH2:46][CH:43]4[CH2:44][CH2:45][O:41][CH2:42]4)=[C:32]([O:35][CH3:36])[CH:33]=3)[N:28]=[CH:27][N:26]=2)=[C:22]([F:40])[CH:21]=1. (5) Given the reactants Cl.Cl.[CH2:3]1[C@H:8]2[CH2:9][NH:10][CH2:11][CH2:12][N:7]2[CH2:6][CH2:5][O:4]1.[CH3:13][C:14]([O:17][C:18]([N:20]([C:38]([O:40][C:41]([CH3:44])([CH3:43])[CH3:42])=[O:39])[N:21]([C:29]1[C:34]([F:35])=[C:33](Cl)[N:32]=[C:31]([Cl:37])[N:30]=1)[C:22]([O:24][C:25]([CH3:28])([CH3:27])[CH3:26])=[O:23])=[O:19])([CH3:16])[CH3:15].C(N(CC)C(C)C)(C)C, predict the reaction product. The product is: [CH3:16][C:14]([O:17][C:18]([N:20]([C:38]([O:40][C:41]([CH3:44])([CH3:43])[CH3:42])=[O:39])[N:21]([C:29]1[C:34]([F:35])=[C:33]([N:10]2[CH2:11][CH2:12][N:7]3[C@@H:8]([CH2:3][O:4][CH2:5][CH2:6]3)[CH2:9]2)[N:32]=[C:31]([Cl:37])[N:30]=1)[C:22]([O:24][C:25]([CH3:26])([CH3:27])[CH3:28])=[O:23])=[O:19])([CH3:13])[CH3:15].